Dataset: Forward reaction prediction with 1.9M reactions from USPTO patents (1976-2016). Task: Predict the product of the given reaction. Given the reactants C([NH:4][C:5]1[S:6][C:7]([S:11]([NH:14][C:15]2[N:20]=[C:19]([NH:21][C:22](=[O:28])[O:23][C:24]([CH3:27])([CH3:26])[CH3:25])[CH:18]=[C:17]([CH3:29])[CH:16]=2)(=[O:13])=[O:12])=[C:8]([CH3:10])[N:9]=1)(=O)C.[OH-].[Na+], predict the reaction product. The product is: [NH2:4][C:5]1[S:6][C:7]([S:11]([NH:14][C:15]2[N:20]=[C:19]([NH:21][C:22](=[O:28])[O:23][C:24]([CH3:25])([CH3:26])[CH3:27])[CH:18]=[C:17]([CH3:29])[CH:16]=2)(=[O:13])=[O:12])=[C:8]([CH3:10])[N:9]=1.